Dataset: Full USPTO retrosynthesis dataset with 1.9M reactions from patents (1976-2016). Task: Predict the reactants needed to synthesize the given product. Given the product [SH:13][C:12]1[S:14][C:5]([C:4]([O:3][CH2:1][CH3:2])=[O:9])=[N:11][N:10]=1, predict the reactants needed to synthesize it. The reactants are: [CH2:1]([O:3][C:4](=[O:9])[C:5](SC)=S)[CH3:2].[NH:10]([C:12]([S-:14])=[S:13])[NH2:11].[K+].